This data is from Full USPTO retrosynthesis dataset with 1.9M reactions from patents (1976-2016). The task is: Predict the reactants needed to synthesize the given product. (1) Given the product [CH3:13][O:12][C:6]1[CH:5]=[C:4]([CH2:3][C:2](=[O:1])[CH3:14])[CH:11]=[CH:10][C:7]=1[C:8]#[N:9], predict the reactants needed to synthesize it. The reactants are: [OH:1][CH:2]([CH3:14])[CH2:3][C:4]1[CH:11]=[CH:10][C:7]([C:8]#[N:9])=[C:6]([O:12][CH3:13])[CH:5]=1.CC(OI1(OC(C)=O)(OC(C)=O)OC(=O)C2C=CC=CC1=2)=O. (2) Given the product [CH3:22][C:23]1[CH:27]=[C:26]([N:28]2[CH2:32][CH2:31][N:30]([CH2:13][C:14](=[O:15])[C:16]3[CH:21]=[CH:20][CH:19]=[CH:18][CH:17]=3)[C:29]2=[O:33])[S:25][C:24]=1[C:34]([O:36][CH2:37][CH3:38])=[O:35], predict the reactants needed to synthesize it. The reactants are: BrCCO[Si](C(C)(C)C)(C)C.Br[CH2:13][C:14]([C:16]1[CH:21]=[CH:20][CH:19]=[CH:18][CH:17]=1)=[O:15].[CH3:22][C:23]1[CH:27]=[C:26]([N:28]2[CH2:32][CH2:31][NH:30][C:29]2=[O:33])[S:25][C:24]=1[C:34]([O:36][CH2:37][CH3:38])=[O:35].